This data is from Forward reaction prediction with 1.9M reactions from USPTO patents (1976-2016). The task is: Predict the product of the given reaction. (1) Given the reactants N[C:2]1[CH:11]=[CH:10][C:5]([C:6]([O:8][CH3:9])=[O:7])=[CH:4][C:3]=1[Cl:12].[ClH:13].N([O-])=O.[Na+].[S:18](=[O:20])=[O:19], predict the reaction product. The product is: [Cl:12][C:3]1[CH:4]=[C:5]([CH:10]=[CH:11][C:2]=1[S:18]([Cl:13])(=[O:20])=[O:19])[C:6]([O:8][CH3:9])=[O:7]. (2) The product is: [F:16][C@H:17]1[C@@H:22]([O:23][C:24]2[CH:31]=[CH:30][C:29]([C:32]3[N:37]=[C:36]([NH:38][C:39]4[CH:44]=[CH:43][C:42]([N:45]5[CH2:46][CH2:47][N:48]([CH:51]6[CH2:54][O:53][CH2:52]6)[CH2:49][CH2:50]5)=[CH:41][CH:40]=4)[N:35]=[CH:34][N:33]=3)=[CH:28][C:25]=2[C:26]#[N:27])[CH2:21][CH2:20][N:19]([C:13]([C:9]2[NH:8][CH:12]=[CH:11][CH:10]=2)=[O:15])[CH2:18]1. Given the reactants C(OC([N:8]1[CH:12]=[CH:11][CH:10]=[C:9]1[C:13]([OH:15])=O)=O)(C)(C)C.[F:16][C@H:17]1[C@@H:22]([O:23][C:24]2[CH:31]=[CH:30][C:29]([C:32]3[N:37]=[C:36]([NH:38][C:39]4[CH:44]=[CH:43][C:42]([N:45]5[CH2:50][CH2:49][N:48]([CH:51]6[CH2:54][O:53][CH2:52]6)[CH2:47][CH2:46]5)=[CH:41][CH:40]=4)[N:35]=[CH:34][N:33]=3)=[CH:28][C:25]=2[C:26]#[N:27])[CH2:21][CH2:20][NH:19][CH2:18]1, predict the reaction product. (3) Given the reactants Cl.CN.[CH3:4][C:5]1[CH:6]=[C:7]([O:23][C:24]2[CH:25]=[N:26][C:27]([S:30]([CH3:33])(=[O:32])=[O:31])=[CH:28][CH:29]=2)[CH:8]=[C:9]2[C:13]=1[NH:12][C:11]([C:14]1[S:15][CH:16]([CH2:19][C:20]([OH:22])=O)[CH2:17][N:18]=1)=[CH:10]2.O[N:35]1[C:39]2C=CC=CC=2N=N1.Cl.C(N=C=NCCCN(C)C)C, predict the reaction product. The product is: [CH3:4][C:5]1[CH:6]=[C:7]([O:23][C:24]2[CH:25]=[N:26][C:27]([S:30]([CH3:33])(=[O:31])=[O:32])=[CH:28][CH:29]=2)[CH:8]=[C:9]2[C:13]=1[NH:12][C:11]([C:14]1[S:15][CH:16]([CH2:19][C:20]([NH:35][CH3:39])=[O:22])[CH2:17][N:18]=1)=[CH:10]2. (4) Given the reactants [CH2:1]([O:3][C:4]1([O:22][CH2:23][CH3:24])[CH2:9][CH2:8][NH:7][CH:6]([CH2:10][N:11]2[C:19](=[O:20])[C:18]3[C:13](=[CH:14][CH:15]=[CH:16][CH:17]=3)[C:12]2=[O:21])[CH2:5]1)[CH3:2].C=O.[C:27](O[BH-](OC(=O)C)OC(=O)C)(=O)C.[Na+], predict the reaction product. The product is: [CH2:1]([O:3][C:4]1([O:22][CH2:23][CH3:24])[CH2:9][CH2:8][N:7]([CH3:27])[CH:6]([CH2:10][N:11]2[C:19](=[O:20])[C:18]3[C:13](=[CH:14][CH:15]=[CH:16][CH:17]=3)[C:12]2=[O:21])[CH2:5]1)[CH3:2]. (5) Given the reactants [N:1]([CH2:4][C:5]1[C:10]([C:11]([F:14])([F:13])[F:12])=[N:9][C:8]2[N:15]([CH2:18][CH3:19])[N:16]=[CH:17][C:7]=2[C:6]=1[NH:20][CH:21]1[CH2:26][CH2:25][O:24][CH2:23][CH2:22]1)=[N+]=[N-], predict the reaction product. The product is: [NH2:1][CH2:4][C:5]1[C:10]([C:11]([F:12])([F:13])[F:14])=[N:9][C:8]2[N:15]([CH2:18][CH3:19])[N:16]=[CH:17][C:7]=2[C:6]=1[NH:20][CH:21]1[CH2:22][CH2:23][O:24][CH2:25][CH2:26]1. (6) Given the reactants [H-].[Na+].[Br:3][C:4]1[CH:5]=[C:6]2[C:10](=[CH:11][CH:12]=1)[NH:9][CH:8]=[CH:7]2.[C:13]1([N:19]=[C:20]=[O:21])[CH:18]=[CH:17][CH:16]=[CH:15][CH:14]=1, predict the reaction product. The product is: [Br:3][C:4]1[CH:5]=[C:6]2[C:10](=[CH:11][CH:12]=1)[N:9]([C:20]([NH:19][C:13]1[CH:18]=[CH:17][CH:16]=[CH:15][CH:14]=1)=[O:21])[CH:8]=[CH:7]2. (7) Given the reactants Br[C:2]1[CH:8]=[C:7]([O:9][CH2:10][CH3:11])[CH:6]=[CH:5][C:3]=1[NH2:4].C([Sn](CCCC)(CCCC)[C:17]1[S:18][CH:19]=[CH:20][N:21]=1)CCC, predict the reaction product. The product is: [CH2:10]([O:9][C:7]1[CH:6]=[CH:5][C:3]([NH2:4])=[C:2]([C:17]2[S:18][CH:19]=[CH:20][N:21]=2)[CH:8]=1)[CH3:11].